Regression. Given two drug SMILES strings and cell line genomic features, predict the synergy score measuring deviation from expected non-interaction effect. From a dataset of NCI-60 drug combinations with 297,098 pairs across 59 cell lines. Drug 1: CC1=CC2C(CCC3(C2CCC3(C(=O)C)OC(=O)C)C)C4(C1=CC(=O)CC4)C. Drug 2: CC1C(C(CC(O1)OC2CC(CC3=C2C(=C4C(=C3O)C(=O)C5=CC=CC=C5C4=O)O)(C(=O)C)O)N)O. Cell line: IGROV1. Synergy scores: CSS=57.7, Synergy_ZIP=6.42, Synergy_Bliss=6.83, Synergy_Loewe=-41.4, Synergy_HSA=7.17.